Predict the product of the given reaction. From a dataset of Forward reaction prediction with 1.9M reactions from USPTO patents (1976-2016). (1) Given the reactants [OH:1][C:2]1[CH:3]=[C:4]2[C:9](=[CH:10][CH:11]=1)[NH:8][C:7]([C:12]([OH:14])=O)=[CH:6][C:5]2=[O:15].C(N(CC)CC)C.Cl.[F:24][C:25]1[CH:37]=[CH:36][C:28]([CH2:29][CH:30]2[CH2:35][CH2:34][NH:33][CH2:32][CH2:31]2)=[CH:27][CH:26]=1.CN(C(ON1N=NC2C=CC=CC1=2)=[N+](C)C)C.F[P-](F)(F)(F)(F)F, predict the reaction product. The product is: [F:24][C:25]1[CH:26]=[CH:27][C:28]([CH2:29][CH:30]2[CH2:31][CH2:32][N:33]([C:12]([C:7]3[NH:8][C:9]4[C:4]([C:5](=[O:15])[CH:6]=3)=[CH:3][C:2]([OH:1])=[CH:11][CH:10]=4)=[O:14])[CH2:34][CH2:35]2)=[CH:36][CH:37]=1. (2) Given the reactants [NH2:1][C:2]1[CH:3]=[CH:4][CH:5]=[C:6]2[C:11]=1[CH:10]=[C:9](O)[CH:8]=[CH:7]2.[C:13](=[O:16])([O-])[O-].[K+].[K+].[CH2:19](Br)[C:20]1[CH:25]=[CH:24][CH:23]=[CH:22][CH:21]=1, predict the reaction product. The product is: [CH2:19]([N:1]([CH2:19][C:20]1[CH:25]=[CH:24][CH:23]=[CH:22][CH:21]=1)[C:2]1[C:11]2[C:6](=[CH:7][CH:8]=[C:9]([O:16][CH2:13][C:2]3[CH:3]=[CH:4][CH:5]=[CH:6][CH:11]=3)[CH:10]=2)[CH:5]=[CH:4][CH:3]=1)[C:20]1[CH:25]=[CH:24][CH:23]=[CH:22][CH:21]=1. (3) Given the reactants Br[C:2]1[CH:3]=[C:4]([CH:21]=[C:22]([O:24][CH2:25][C:26]2([CH3:29])[CH2:28][CH2:27]2)[CH:23]=1)[CH2:5][O:6][C:7]1[CH:12]=[CH:11][CH:10]=[CH:9][C:8]=1[CH2:13][C:14]([O:16][C:17]([CH3:20])([CH3:19])[CH3:18])=[O:15].[C:30]([O:34][C:35]([NH:37][C@@H:38]([C:40]1[C:41]([F:69])=[C:42](C2C=C(O)C=C(COC3C=CC=CC=3CC(OC(C)(C)C)=O)C=2)[CH:43]=[CH:44][CH:45]=1)[CH3:39])=[O:36])([CH3:33])([CH3:32])[CH3:31].[O-]P([O-])([O-])=O.[K+].[K+].[K+].C(Cl)Cl, predict the reaction product. The product is: [C:30]([O:34][C:35]([NH:37][C@@H:38]([C:40]1[C:41]([F:69])=[C:42]([C:2]2[CH:23]=[C:22]([O:24][CH2:25][C:26]3([CH3:29])[CH2:28][CH2:27]3)[CH:21]=[C:4]([CH2:5][O:6][C:7]3[CH:12]=[CH:11][CH:10]=[CH:9][C:8]=3[CH2:13][C:14]([O:16][C:17]([CH3:18])([CH3:20])[CH3:19])=[O:15])[CH:3]=2)[CH:43]=[CH:44][CH:45]=1)[CH3:39])=[O:36])([CH3:31])([CH3:32])[CH3:33]. (4) Given the reactants [CH:1]1([C:7]2[C:8]3[CH:9]=[CH:10][C:11]([C:39]([OH:41])=O)=[CH:12][C:13]=3[N:14]3[CH2:20][C:19]([C:21]([N:23]4[CH2:28][CH2:27][CH:26]([N:29]5[CH2:34][CH2:33][O:32][CH2:31][CH2:30]5)[CH2:25][CH2:24]4)=[O:22])=[CH:18][C:17]4[CH:35]=[CH:36][CH:37]=[CH:38][C:16]=4[C:15]=23)[CH2:6][CH2:5][CH2:4][CH2:3][CH2:2]1.[NH2:42][CH2:43][C:44]1[CH:49]=[N:48][C:47]([CH3:50])=[CH:46][N:45]=1.C(N(CC)C(C)C)(C)C.Cl.CN(C)CCCN=C=NCC.ON1C2C=CC=CC=2N=N1, predict the reaction product. The product is: [CH:1]1([C:7]2[C:8]3[CH:9]=[CH:10][C:11]([C:39]([NH:42][CH2:43][C:44]4[CH:49]=[N:48][C:47]([CH3:50])=[CH:46][N:45]=4)=[O:41])=[CH:12][C:13]=3[N:14]3[CH2:20][C:19]([C:21]([N:23]4[CH2:28][CH2:27][CH:26]([N:29]5[CH2:30][CH2:31][O:32][CH2:33][CH2:34]5)[CH2:25][CH2:24]4)=[O:22])=[CH:18][C:17]4[CH:35]=[CH:36][CH:37]=[CH:38][C:16]=4[C:15]=23)[CH2:2][CH2:3][CH2:4][CH2:5][CH2:6]1.